From a dataset of Peptide-MHC class I binding affinity with 185,985 pairs from IEDB/IMGT. Regression. Given a peptide amino acid sequence and an MHC pseudo amino acid sequence, predict their binding affinity value. This is MHC class I binding data. The peptide sequence is GANFASQEVKM. The MHC is Mamu-A02 with pseudo-sequence Mamu-A02. The binding affinity (normalized) is 0.550.